The task is: Binary Classification. Given a T-cell receptor sequence (or CDR3 region) and an epitope sequence, predict whether binding occurs between them.. This data is from TCR-epitope binding with 47,182 pairs between 192 epitopes and 23,139 TCRs. (1) The epitope is CINGVCWTV. The TCR CDR3 sequence is CASSSVGPPGELFF. Result: 0 (the TCR does not bind to the epitope). (2) The epitope is LPRRSGAAGA. The TCR CDR3 sequence is CASSFGDGTDTQYF. Result: 0 (the TCR does not bind to the epitope).